From a dataset of Reaction yield outcomes from USPTO patents with 853,638 reactions. Predict the reaction yield, written as a fraction of the theoretical maximum amount of product (1.0 means a 100% yield; for example, 0.34 means a 34% yield). The reactants are [CH3:1][O:2][C:3](=[O:17])[C:4]1[CH:9]=[CH:8][C:7]([NH:10][C:11](=[O:14])[CH2:12][NH2:13])=[C:6]([O:15][CH3:16])[CH:5]=1.[CH3:18][C:19]([CH3:25])([CH2:22][CH:23]=O)[C:20]#[N:21].CCN(CC)CC. The catalyst is C(Cl)Cl. The product is [CH3:1][O:2][C:3](=[O:17])[C:4]1[CH:9]=[CH:8][C:7]([NH:10][C:11](=[O:14])[CH2:12][N:13]=[CH:23][CH2:22][C:19]([C:20]#[N:21])([CH3:25])[CH3:18])=[C:6]([O:15][CH3:16])[CH:5]=1. The yield is 0.610.